Dataset: Catalyst prediction with 721,799 reactions and 888 catalyst types from USPTO. Task: Predict which catalyst facilitates the given reaction. (1) Reactant: C([O:3][C:4](=[O:59])[CH2:5][O:6][C:7]1([O:13][CH2:14][C:15](=[O:58])[C@@:16]2([OH:57])[CH2:33][C@H:32]([O:34][C@@H:35]3[O:49][C@@H:48]([CH3:50])[C@H:38]4[O:39][C@H:40]5[N:45]([C@H:37]4[CH2:36]3)[CH2:44][CH2:43][O:42][C@@H:41]5[O:46][CH3:47])[C:31]3[C:18](=[C:19]([OH:56])[C:20]4[C:21](=[O:55])[C:22]5[C:27]([C:28](=[O:52])[C:29]=4[C:30]=3[OH:51])=[C:26]([O:53][CH3:54])[CH:25]=[CH:24][CH:23]=5)[CH2:17]2)[CH2:12][CH2:11][CH2:10][CH2:9][CH2:8]1)C.[OH-].[Na+]. Product: [O:58]=[C:15]([C@@:16]1([OH:57])[CH2:33][C@H:32]([O:34][C@@H:35]2[O:49][C@@H:48]([CH3:50])[C@H:38]3[O:39][C@H:40]4[N:45]([C@H:37]3[CH2:36]2)[CH2:44][CH2:43][O:42][C@@H:41]4[O:46][CH3:47])[C:31]2[C:18](=[C:19]([OH:56])[C:20]3[C:21](=[O:55])[C:22]4[C:27]([C:28](=[O:52])[C:29]=3[C:30]=2[OH:51])=[C:26]([O:53][CH3:54])[CH:25]=[CH:24][CH:23]=4)[CH2:17]1)[CH2:14][O:13][C:7]1([O:6][CH2:5][C:4]([OH:59])=[O:3])[CH2:12][CH2:11][CH2:10][CH2:9][CH2:8]1. The catalyst class is: 211. (2) Reactant: [F:1][C:2]1[C:7]([C:8]([F:11])([F:10])[F:9])=[CH:6][CH:5]=[CH:4][C:3]=1[CH:12]1[CH2:17][CH2:16][NH:15][CH2:14][CH2:13]1.C(=O)([O-])[O-].[K+].[K+].Br[CH2:25][CH2:26][O:27][CH3:28].Cl. Product: [F:1][C:2]1[C:7]([C:8]([F:9])([F:10])[F:11])=[CH:6][CH:5]=[CH:4][C:3]=1[CH:12]1[CH2:17][CH2:16][N:15]([CH2:25][CH2:26][O:27][CH3:28])[CH2:14][CH2:13]1. The catalyst class is: 10. (3) Reactant: C[Al](C)C.[Cl-].[NH4+:6].[CH2:7]([O:9][C:10]1[CH:17]=[CH:16][C:15]([S:18]([N:21]2[CH2:26][CH2:25][N:24]([CH2:27][CH3:28])[CH2:23][CH2:22]2)(=[O:20])=[O:19])=[CH:14][C:11]=1[C:12]#[N:13])[CH3:8]. Product: [CH2:7]([O:9][C:10]1[CH:17]=[CH:16][C:15]([S:18]([N:21]2[CH2:22][CH2:23][N:24]([CH2:27][CH3:28])[CH2:25][CH2:26]2)(=[O:20])=[O:19])=[CH:14][C:11]=1[C:12]([NH2:6])=[NH:13])[CH3:8]. The catalyst class is: 11. (4) Reactant: ClC1C=CC(CN2C(=O)C3C(=CC=CC=3)C(C3C4C(=CC=C(F)C=4)N(CC(O)=O)C=3C)=N2)=CC=1F.[F:36][C:37]1[CH:38]=[C:39]2[C:43](=[CH:44][CH:45]=1)[N:42]([CH2:46][C:47]([O:49][C:50]([CH3:53])([CH3:52])[CH3:51])=[O:48])[C:41]([CH3:54])=[C:40]2[C:55]1[C:64]2[C:59](=[CH:60][CH:61]=[CH:62][CH:63]=2)[C:58]([OH:65])=[N:57][N:56]=1.C(=O)([O-])[O-].[K+].[K+].Br[CH2:73][C:74](=[O:77])[CH2:75][CH3:76]. Product: [F:36][C:37]1[CH:38]=[C:39]2[C:43](=[CH:44][CH:45]=1)[N:42]([CH2:46][C:47]([O:49][C:50]([CH3:53])([CH3:52])[CH3:51])=[O:48])[C:41]([CH3:54])=[C:40]2[C:55]1[C:64]2[C:59](=[CH:60][CH:61]=[CH:62][CH:63]=2)[C:58](=[O:65])[N:57]([CH2:73][C:74](=[O:77])[CH2:75][CH3:76])[N:56]=1. The catalyst class is: 3.